Dataset: HIV replication inhibition screening data with 41,000+ compounds from the AIDS Antiviral Screen. Task: Binary Classification. Given a drug SMILES string, predict its activity (active/inactive) in a high-throughput screening assay against a specified biological target. (1) The drug is CC12CCC3CCCCC3(OO1)C(OCc1ccccc1)O2. The result is 0 (inactive). (2) The drug is COC(=O)C1COC(CCC(C)=Cc2ccccc2)=N1. The result is 0 (inactive).